From a dataset of Forward reaction prediction with 1.9M reactions from USPTO patents (1976-2016). Predict the product of the given reaction. (1) The product is: [NH3:8].[CH3:10][OH:12].[CH:31]([N:26]1[C:25]([C:19]2[N:18]=[C:17]3[C:16]4[CH:34]=[CH:35][C:13]([O:12][C:10]5([CH3:36])[CH2:11][NH:8][CH2:9]5)=[CH:14][C:15]=4[O:24][CH2:23][CH2:22][N:21]3[CH:20]=2)=[N:29][C:28]([CH3:30])=[N:27]1)([CH3:33])[CH3:32]. Given the reactants C([N:8]1[CH2:11][C:10]([CH3:36])([O:12][C:13]2[CH:35]=[CH:34][C:16]3[C:17]4[N:21]([CH2:22][CH2:23][O:24][C:15]=3[CH:14]=2)[CH:20]=[C:19]([C:25]2[N:26]([CH:31]([CH3:33])[CH3:32])[N:27]=[C:28]([CH3:30])[N:29]=2)[N:18]=4)[CH2:9]1)C1C=CC=CC=1, predict the reaction product. (2) Given the reactants [Br:1][C:2]1[CH:3]=[C:4]([C:8]2([CH2:12]C(O)=O)[CH2:11][O:10][CH2:9]2)[CH:5]=[CH:6][CH:7]=1.C([N:18]([CH2:21]C)CC)C.C1(P(N=[N+]=[N-])(C2C=CC=CC=2)=[O:30])C=CC=CC=1.[C:40]([OH:44])([CH3:43])([CH3:42])[CH3:41], predict the reaction product. The product is: [Br:1][C:2]1[CH:3]=[C:4]([C:8]2([CH2:12][NH:18][C:21](=[O:30])[O:44][C:40]([CH3:43])([CH3:42])[CH3:41])[CH2:9][O:10][CH2:11]2)[CH:5]=[CH:6][CH:7]=1.